Dataset: TCR-epitope binding with 47,182 pairs between 192 epitopes and 23,139 TCRs. Task: Binary Classification. Given a T-cell receptor sequence (or CDR3 region) and an epitope sequence, predict whether binding occurs between them. (1) The epitope is GTSGSPIVNR. The TCR CDR3 sequence is CASSQGTGGRGYTF. Result: 0 (the TCR does not bind to the epitope). (2) The epitope is KLGGALQAK. The TCR CDR3 sequence is CASSLMGGRTDTQYF. Result: 1 (the TCR binds to the epitope). (3) Result: 0 (the TCR does not bind to the epitope). The TCR CDR3 sequence is CASSPRSLGNNEQFF. The epitope is GPGHKARVL. (4) The epitope is QARQMVQAMRTIGTHP. The TCR CDR3 sequence is CASSELRGQGTHNEQFF. Result: 0 (the TCR does not bind to the epitope).